This data is from Reaction yield outcomes from USPTO patents with 853,638 reactions. The task is: Predict the reaction yield, written as a fraction of the theoretical maximum amount of product (1.0 means a 100% yield; for example, 0.34 means a 34% yield). (1) The reactants are [C:1]([C:5]1[NH:6][C:7]2[C:12]([CH:13]=1)=[CH:11][C:10]([N+:14]([O-:16])=[O:15])=[CH:9]C=2C#N)([CH3:4])([CH3:3])[CH3:2].[OH-:19].[K+].[CH3:21][CH2:22][OH:23]. No catalyst specified. The product is [C:1]([C:5]1[NH:6][C:7]2[C:12]([CH:13]=1)=[CH:11][C:10]([N+:14]([O-:16])=[O:15])=[CH:9][C:21]=2[C:22]([OH:19])=[O:23])([CH3:4])([CH3:3])[CH3:2]. The yield is 0.770. (2) The reactants are C([O-])(=O)C.[Na+].[B:15]1([B:15]2[O:19][C:18]([CH3:21])([CH3:20])[C:17]([CH3:23])([CH3:22])[O:16]2)[O:19][C:18]([CH3:21])([CH3:20])[C:17]([CH3:23])([CH3:22])[O:16]1.Br[C:25]1[CH:34]=[C:33]2[C:28]([CH2:29][CH:30]([NH:37][C:38](=[O:44])[O:39][C:40]([CH3:43])([CH3:42])[CH3:41])[C:31](=[O:36])[N:32]2O)=[CH:27][CH:26]=1. The yield is 0.410. The catalyst is CS(C)=O. The product is [O:36]=[C:31]1[CH:30]([NH:37][C:38](=[O:44])[O:39][C:40]([CH3:42])([CH3:41])[CH3:43])[CH2:29][C:28]2[C:33](=[CH:34][C:25]([B:15]3[O:16][C:17]([CH3:22])([CH3:23])[C:18]([CH3:20])([CH3:21])[O:19]3)=[CH:26][CH:27]=2)[NH:32]1. (3) The reactants are [NH2:1][CH:2]1[C:11]2[N:10]=[CH:9][CH:8]=[C:7]([O:12][CH3:13])[C:6]=2[CH2:5][CH2:4][CH2:3]1.[O:14]=[C:15]1[C:23]2[C:18](=[CH:19][CH:20]=[CH:21][CH:22]=2)[C:17](=[O:24])[N:16]1[CH2:25][CH2:26][CH2:27][CH:28]=O.[BH-](OC(C)=O)(OC(C)=O)OC(C)=O.[Na+]. The catalyst is C(Cl)Cl. The yield is 0.540. The product is [CH3:13][O:12][C:7]1[C:6]2[CH2:5][CH2:4][CH2:3][CH:2]([NH:1][CH2:28][CH2:27][CH2:26][CH2:25][N:16]3[C:17](=[O:24])[C:18]4[C:23](=[CH:22][CH:21]=[CH:20][CH:19]=4)[C:15]3=[O:14])[C:11]=2[N:10]=[CH:9][CH:8]=1.